Predict the reactants needed to synthesize the given product. From a dataset of Full USPTO retrosynthesis dataset with 1.9M reactions from patents (1976-2016). (1) Given the product [C:1]([C:5]1[CH:9]=[C:8]([NH:10][C:11]([NH:13][CH2:14][C:15]2[CH:20]=[C:19]([F:21])[CH:18]=[CH:17][C:16]=2[CH2:22][O:23][C:24]2[CH:29]=[C:28]([CH3:30])[N:27]([CH2:31][C:32]3[CH:37]=[CH:36][CH:35]=[C:34]([O:38][CH3:39])[CH:33]=3)[C:26](=[O:40])[C:25]=2[Cl:41])=[O:12])[N:7]([C:42]2[CH:47]=[CH:46][C:45]([Cl:48])=[C:44]([OH:49])[CH:43]=2)[N:6]=1)([CH3:2])([CH3:3])[CH3:4], predict the reactants needed to synthesize it. The reactants are: [C:1]([C:5]1[CH:9]=[C:8]([NH:10][C:11]([NH:13][CH2:14][C:15]2[CH:20]=[C:19]([F:21])[CH:18]=[CH:17][C:16]=2[CH2:22][O:23][C:24]2[CH:29]=[C:28]([CH3:30])[N:27]([CH2:31][C:32]3[CH:37]=[CH:36][CH:35]=[C:34]([O:38][CH3:39])[CH:33]=3)[C:26](=[O:40])[C:25]=2[Cl:41])=[O:12])[N:7]([C:42]2[CH:47]=[CH:46][C:45]([Cl:48])=[C:44]([O:49][Si](C(C)(C)C)(C)C)[CH:43]=2)[N:6]=1)([CH3:4])([CH3:3])[CH3:2].C([O-])=O.C([N+](CCCC)(CCCC)CCCC)CCC. (2) Given the product [CH2:13]([N:20]1[C:21](=[O:29])[C:22]2[N:23]=[CH:24][CH:25]=[CH:26][C:27]=2[CH:28]=[C:1]1[CH3:2])[C:14]1[CH:15]=[CH:16][CH:17]=[CH:18][CH:19]=1, predict the reactants needed to synthesize it. The reactants are: [CH:1](NC(C)C)(C)[CH3:2].C([Li])CCC.[CH2:13]([NH:20][C:21](=[O:29])[C:22]1[C:27]([CH3:28])=[CH:26][CH:25]=[CH:24][N:23]=1)[C:14]1[CH:19]=[CH:18][CH:17]=[CH:16][CH:15]=1.C(OC)(=O)C. (3) Given the product [F:1][C:2]1[CH:7]=[CH:6][C:5]([N:8]2[C:12]([C:13]3[CH:23]=[CH:22][C:16]4[O:17][CH2:18][C:19](=[O:21])[NH:20][C:15]=4[CH:14]=3)=[CH:11][C:10]([CH:24]([OH:25])[C:28]([F:31])([F:30])[F:29])=[N:9]2)=[CH:4][CH:3]=1, predict the reactants needed to synthesize it. The reactants are: [F:1][C:2]1[CH:7]=[CH:6][C:5]([N:8]2[C:12]([C:13]3[CH:23]=[CH:22][C:16]4[O:17][CH2:18][C:19](=[O:21])[NH:20][C:15]=4[CH:14]=3)=[CH:11][C:10]([CH:24]=[O:25])=[N:9]2)=[CH:4][CH:3]=1.C[Si](C)(C)[C:28]([F:31])([F:30])[F:29].[F-].C([N+](CCCC)(CCCC)CCCC)CCC. (4) Given the product [CH:1]([C@H:4]1[CH2:8][O:7][C:6](=[O:9])[N:5]1[C:10]1[CH:15]=[CH:14][N:13]2[N:16]=[CH:17][C:18]([C:19]3[CH:24]=[CH:23][C:22]([C:25]4[N:29]=[CH:28][NH:27][N:26]=4)=[C:21]([CH3:38])[CH:20]=3)=[C:12]2[N:11]=1)([CH3:3])[CH3:2], predict the reactants needed to synthesize it. The reactants are: [CH:1]([C@H:4]1[CH2:8][O:7][C:6](=[O:9])[N:5]1[C:10]1[CH:15]=[CH:14][N:13]2[N:16]=[CH:17][C:18]([C:19]3[CH:24]=[CH:23][C:22]([C:25]4[N:29]=[CH:28][N:27](COCC[Si](C)(C)C)[N:26]=4)=[C:21]([CH3:38])[CH:20]=3)=[C:12]2[N:11]=1)([CH3:3])[CH3:2].C([C@H]1COC(=O)N1C1C=CN2N=CC(C3C=CC(C4N(COCC[Si](C)(C)C)N=CN=4)=C(C)C=3)=C2N=1)(C)C.